Predict the reaction yield, written as a fraction of the theoretical maximum amount of product (1.0 means a 100% yield; for example, 0.34 means a 34% yield). From a dataset of Reaction yield outcomes from USPTO patents with 853,638 reactions. (1) The reactants are [Cl:1][C:2]1[CH:9]=[CH:8][C:5]([C:6]#[N:7])=[C:4]([O:10][C:11]2[CH:16]=[CH:15][CH:14]=[C:13]([CH2:17]Cl)[C:12]=2[CH2:19][CH2:20][CH3:21])[CH:3]=1.[NH3:22].[C:23]([OH:30])(=[O:29])/[CH:24]=[CH:25]/[C:26]([OH:28])=[O:27]. The catalyst is CO. The product is [C:23]([OH:30])(=[O:29])/[CH:24]=[CH:25]/[C:26]([OH:28])=[O:27].[NH2:22][CH2:17][C:13]1[C:12]([CH2:19][CH2:20][CH3:21])=[C:11]([CH:16]=[CH:15][CH:14]=1)[O:10][C:4]1[CH:3]=[C:2]([Cl:1])[CH:9]=[CH:8][C:5]=1[C:6]#[N:7].[NH2:22][CH2:17][C:13]1[C:12]([CH2:19][CH2:20][CH3:21])=[C:11]([CH:16]=[CH:15][CH:14]=1)[O:10][C:4]1[CH:3]=[C:2]([Cl:1])[CH:9]=[CH:8][C:5]=1[C:6]#[N:7]. The yield is 0.960. (2) The reactants are [Cl:1][C:2]1[CH:3]=[C:4]([CH:8]([C:16]2([OH:22])[CH2:21][CH2:20][CH2:19][CH2:18][CH2:17]2)[CH2:9][N:10]2[CH2:15][CH2:14][NH:13][CH2:12][CH2:11]2)[CH:5]=[CH:6][CH:7]=1.[ClH:23].C(OCC)C. The catalyst is CO. The product is [ClH:1].[ClH:23].[Cl:1][C:2]1[CH:3]=[C:4]([CH:8]([C:16]2([OH:22])[CH2:17][CH2:18][CH2:19][CH2:20][CH2:21]2)[CH2:9][N:10]2[CH2:15][CH2:14][NH:13][CH2:12][CH2:11]2)[CH:5]=[CH:6][CH:7]=1. The yield is 0.600. (3) The reactants are CCN=C=NCCCN(C)C.Cl.[CH:13]1[C:22]2[C:17](=[CH:18][CH:19]=[CH:20][CH:21]=2)[CH:16]=[CH:15][C:14]=1[S:23]([NH:26][CH:27]1[CH2:30][N:29]([C:31]2[N:36]=[CH:35][C:34]([C:37](O)=[O:38])=[CH:33][N:32]=2)[CH2:28]1)(=[O:25])=[O:24].CCN(CC)CC.C1C=CC2N(O)N=NC=2C=1.[O:57]1[CH2:62][CH2:61][CH2:60][CH2:59][CH:58]1[O:63][NH2:64]. The catalyst is C(Cl)Cl.C1COCC1. The product is [O:57]1[CH2:62][CH2:61][CH2:60][CH2:59][CH:58]1[O:63][NH:64][C:37]([C:34]1[CH:33]=[N:32][C:31]([N:29]2[CH2:28][CH:27]([NH:26][S:23]([C:14]3[CH:15]=[CH:16][C:17]4[C:22](=[CH:21][CH:20]=[CH:19][CH:18]=4)[CH:13]=3)(=[O:25])=[O:24])[CH2:30]2)=[N:36][CH:35]=1)=[O:38]. The yield is 0.860. (4) The reactants are C(O[C:6]([N:8]1[CH2:12][CH2:11][CH2:10][CH:9]1[C:13]1[NH:14][C:15]([C:18]2[S:22][CH:21]3[CH:23]=[C:24]([Br:26])[S:25][CH:20]3[CH:19]=2)=[CH:16][N:17]=1)=[O:7])(C)(C)C.Cl.[CH3:28][O:29][C:30]([NH:32][CH:33]([CH:37]([CH3:39])[CH3:38])C(O)=O)=[O:31].CN(C(ON1N=NC2C=CC=NC1=2)=[N+](C)C)C.F[P-](F)(F)(F)(F)F.CCN(C(C)C)C(C)C. The catalyst is C(Cl)Cl.CCOC(C)=O.CN(C=O)C. The product is [CH3:28][O:29][C:30](=[O:31])[NH:32][CH:33]([C:6]([N:8]1[CH2:12][CH2:11][CH2:10][CH:9]1[C:13]1[NH:14][C:15]([C:18]2[S:22][CH:21]3[CH:23]=[C:24]([Br:26])[S:25][CH:20]3[CH:19]=2)=[CH:16][N:17]=1)=[O:7])[CH:37]([CH3:39])[CH3:38]. The yield is 0.900. (5) The reactants are [NH:1]1[CH2:10][CH2:9][C:8]2[C:3]3=[C:4]([C:11](=[O:13])[CH2:12][CH:2]13)[CH:5]=[CH:6][CH:7]=2.C=O.[C:16]([O-])(O)=O.[Na+]. The catalyst is C(O)=O. The product is [CH3:16][N:1]1[CH2:10][CH2:9][C:8]2[C:3]3=[C:4]([C:11](=[O:13])[CH2:12][CH:2]13)[CH:5]=[CH:6][CH:7]=2. The yield is 0.660. (6) The reactants are [Cl:1][C:2]1[CH:3]=[C:4]([CH2:9][N:10]([CH3:17])[C:11]2[CH2:15][O:14][C:13](=[O:16])[CH:12]=2)[CH:5]=[N:6][C:7]=1Cl.C(#N)CC.Cl[Si](C)(C)C.[I-:27].[Na+]. No catalyst specified. The product is [Cl:1][C:2]1[CH:3]=[C:4]([CH2:9][N:10]([CH3:17])[C:11]2[CH2:15][O:14][C:13](=[O:16])[CH:12]=2)[CH:5]=[N:6][C:7]=1[I:27]. The yield is 0.290. (7) The reactants are [CH:1]1([CH:7]([OH:42])[CH2:8][N:9]2[C:14](=[O:15])[C:13]([CH2:16][C:17]3[CH:22]=[CH:21][C:20]([C:23]4[CH:28]=[CH:27][CH:26]=[CH:25][C:24]=4[C:29]4[NH:33][C:32](=[O:34])[O:31][N:30]=4)=[CH:19][CH:18]=3)=[C:12]([CH2:35][CH2:36][CH3:37])[N:11]3[N:38]=[C:39]([CH3:41])[N:40]=[C:10]23)[CH2:6][CH2:5][CH2:4][CH2:3][CH2:2]1.CC(OI1(OC(C)=O)(OC(C)=O)OC(=O)C2C=CC=CC1=2)=O.C(=O)([O-])O.[Na+].O.O.O.O.O.S([O-])([O-])(=O)=S.[Na+].[Na+]. The catalyst is C(OCC)(=O)C.C(#N)C. The product is [CH:1]1([C:7](=[O:42])[CH2:8][N:9]2[C:14](=[O:15])[C:13]([CH2:16][C:17]3[CH:18]=[CH:19][C:20]([C:23]4[CH:28]=[CH:27][CH:26]=[CH:25][C:24]=4[C:29]4[NH:33][C:32](=[O:34])[O:31][N:30]=4)=[CH:21][CH:22]=3)=[C:12]([CH2:35][CH2:36][CH3:37])[N:11]3[N:38]=[C:39]([CH3:41])[N:40]=[C:10]23)[CH2:6][CH2:5][CH2:4][CH2:3][CH2:2]1. The yield is 0.870. (8) The reactants are [C:1]1([CH2:7][N:8]([CH2:15][C:16]2[CH:21]=[CH:20][CH:19]=[CH:18][CH:17]=2)[CH:9]2[CH:14]3[CH:10]2[CH2:11][NH:12][CH2:13]3)[CH:6]=[CH:5][CH:4]=[CH:3][CH:2]=1.[CH:22]([C:24]1[C:25]([F:36])=[CH:26][N:27]=[C:28]2[C:33]=1[N:32]=[C:31]([O:34][CH3:35])[CH:30]=[CH:29]2)=[CH2:23]. The catalyst is CN(C=O)C. The product is [F:36][C:25]1[CH:26]=[N:27][C:28]2[C:33]([C:24]=1[CH2:22][CH2:23][N:12]1[CH2:13][CH:14]3[CH:10]([CH:9]3[N:8]([CH2:7][C:1]3[CH:2]=[CH:3][CH:4]=[CH:5][CH:6]=3)[CH2:15][C:16]3[CH:21]=[CH:20][CH:19]=[CH:18][CH:17]=3)[CH2:11]1)=[N:32][C:31]([O:34][CH3:35])=[CH:30][CH:29]=2. The yield is 0.780. (9) The product is [CH3:19][C:14]1([CH3:20])[C:15]([CH3:18])([CH3:17])[O:16][B:12]([C:2]2[CH:7]=[CH:6][C:5]([C:8]([OH:11])([CH3:10])[CH3:9])=[CH:4][CH:3]=2)[O:13]1. The reactants are Br[C:2]1[CH:7]=[CH:6][C:5]([C:8]([OH:11])([CH3:10])[CH3:9])=[CH:4][CH:3]=1.[B:12]1([B:12]2[O:16][C:15]([CH3:18])([CH3:17])[C:14]([CH3:20])([CH3:19])[O:13]2)[O:16][C:15]([CH3:18])([CH3:17])[C:14]([CH3:20])([CH3:19])[O:13]1.CC([O-])=O.[K+]. The yield is 0.450. The catalyst is C1C=CC(P(C2C=CC=CC=2)[C-]2C=CC=C2)=CC=1.C1C=CC(P(C2C=CC=CC=2)[C-]2C=CC=C2)=CC=1.Cl[Pd]Cl.[Fe+2].C(Cl)Cl.CS(C)=O.